From a dataset of Reaction yield outcomes from USPTO patents with 853,638 reactions. Predict the reaction yield, written as a fraction of the theoretical maximum amount of product (1.0 means a 100% yield; for example, 0.34 means a 34% yield). (1) The reactants are Cl[C:2]1[N:3]([CH3:20])[C:4](=[O:19])[C:5]2[C:6](=[N:8][N:9]([CH2:11][C:12]3[CH:17]=[CH:16][C:15]([Br:18])=[CH:14][CH:13]=3)[CH:10]=2)[N:7]=1.[NH2:21][C:22]([CH3:26])([CH3:25])[CH2:23][OH:24].O. The catalyst is CN1C(=O)CCC1. The product is [OH:24][CH2:23][C:22]([NH:21][C:2]1[N:3]([CH3:20])[C:4](=[O:19])[C:5]2[C:6](=[N:8][N:9]([CH2:11][C:12]3[CH:17]=[CH:16][C:15]([Br:18])=[CH:14][CH:13]=3)[CH:10]=2)[N:7]=1)([CH3:26])[CH3:25]. The yield is 0.740. (2) The reactants are [C:1]([O:5][C:6]([N:8]([CH2:25][C@@H:26]1[CH2:35][CH2:34][C:33]2[C:28](=[CH:29][CH:30]=[C:31]([C:36]3[CH:45]=[CH:44][C:39]([C:40]([O:42][CH3:43])=[O:41])=[C:38]([OH:46])[CH:37]=3)[CH:32]=2)[O:27]1)[CH2:9][C@H:10]([O:17][Si:18]([C:21]([CH3:24])([CH3:23])[CH3:22])([CH3:20])[CH3:19])[C:11]1[CH:12]=[N:13][CH:14]=[CH:15][CH:16]=1)=[O:7])([CH3:4])([CH3:3])[CH3:2].I[CH2:48][CH:49]([CH3:51])[CH3:50].C(=O)([O-])[O-].[K+].[K+]. The catalyst is CN(C)C=O.O. The product is [C:1]([O:5][C:6]([N:8]([CH2:25][C@@H:26]1[CH2:35][CH2:34][C:33]2[C:28](=[CH:29][CH:30]=[C:31]([C:36]3[CH:45]=[CH:44][C:39]([C:40]([O:42][CH3:43])=[O:41])=[C:38]([O:46][CH2:48][CH:49]([CH3:51])[CH3:50])[CH:37]=3)[CH:32]=2)[O:27]1)[CH2:9][C@H:10]([O:17][Si:18]([C:21]([CH3:24])([CH3:23])[CH3:22])([CH3:20])[CH3:19])[C:11]1[CH:12]=[N:13][CH:14]=[CH:15][CH:16]=1)=[O:7])([CH3:2])([CH3:3])[CH3:4]. The yield is 0.740. (3) The reactants are [CH2:1](O)[CH:2]=[CH:3][C:4]1[CH:9]=[CH:8][CH:7]=[CH:6][CH:5]=1.[CH2:11]([O:18][C:19]1[CH:20]=[C:21]([OH:33])[CH:22]=[C:23]([O:25][CH2:26][C:27]2[CH:32]=[CH:31][CH:30]=[CH:29][CH:28]=2)[CH:24]=1)[C:12]1[CH:17]=[CH:16][CH:15]=[CH:14][CH:13]=1. No catalyst specified. The product is [CH2:26]([O:25][C:23]1[CH:24]=[C:19]([O:18][CH2:11][C:12]2[CH:17]=[CH:16][CH:15]=[CH:14][CH:13]=2)[CH:20]=[C:21]([OH:33])[C:22]=1[CH2:1]/[CH:2]=[CH:3]/[C:4]1[CH:9]=[CH:8][CH:7]=[CH:6][CH:5]=1)[C:27]1[CH:28]=[CH:29][CH:30]=[CH:31][CH:32]=1. The yield is 0.620. (4) The reactants are [NH2:1][C:2]1[CH:7]=[CH:6][C:5]([CH2:8][CH2:9][C:10]([C:12]2[CH:17]=[CH:16][C:15]([F:18])=[CH:14][CH:13]=2)=[O:11])=[CH:4][CH:3]=1.C(N(CC)CC)C.[F:26][C:27]([F:38])([F:37])[C:28](O[C:28](=[O:29])[C:27]([F:38])([F:37])[F:26])=[O:29]. The catalyst is ClCCl. The product is [F:26][C:27]([F:38])([F:37])[C:28]([NH:1][C:2]1[CH:7]=[CH:6][C:5]([CH2:8][CH2:9][C:10]([C:12]2[CH:13]=[CH:14][C:15]([F:18])=[CH:16][CH:17]=2)=[O:11])=[CH:4][CH:3]=1)=[O:29]. The yield is 0.850. (5) The reactants are N#N.Br[C:4]1[CH:9]=[C:8]([S:10]([CH2:13][CH3:14])(=[O:12])=[O:11])[CH:7]=[CH:6][C:5]=1[O:15][CH3:16].[CH3:17][N:18]1[CH:27]=[C:26](B2OC(C)(C)C(C)(C)O2)[C:25]2[C:20](=[CH:21][CH:22]=[C:23]([C:37]3[CH:38]=[N:39][N:40]([CH3:42])[CH:41]=3)[CH:24]=2)[C:19]1=[O:43].[O-]P([O-])([O-])=O.[K+].[K+].[K+]. The catalyst is O1CCOCC1.O.C1C=CC(P(C2C=CC=CC=2)[C-]2C=CC=C2)=CC=1.C1C=CC(P(C2C=CC=CC=2)[C-]2C=CC=C2)=CC=1.Cl[Pd]Cl.[Fe+2]. The product is [CH2:13]([S:10]([C:8]1[CH:7]=[CH:6][C:5]([O:15][CH3:16])=[C:4]([C:26]2[C:25]3[C:20](=[CH:21][CH:22]=[C:23]([C:37]4[CH:38]=[N:39][N:40]([CH3:42])[CH:41]=4)[CH:24]=3)[C:19](=[O:43])[N:18]([CH3:17])[CH:27]=2)[CH:9]=1)(=[O:12])=[O:11])[CH3:14]. The yield is 0.557. (6) The reactants are CN1CCOCC1.[CH3:8][O:9][C:10](=[O:54])[NH:11][C@@H:12]([C:16]([N:18]1[CH2:22][CH2:21][CH2:20][CH:19]1[C:23]1[NH:24][C:25]([C:28]2[CH:33]=[CH:32][C:31]([C:34]3[CH:39]=[CH:38][C:37]([C:40]4[NH:41][C:42]([CH2:45][N:46]5[CH2:51][CH2:50][CH2:49][CH:48]([NH2:52])[C:47]5=[O:53])=[N:43][CH:44]=4)=[CH:36][CH:35]=3)=[CH:30][CH:29]=2)=[CH:26][N:27]=1)=[O:17])[CH:13]([CH3:15])[CH3:14].Cl[C:56]([O:58][CH3:59])=[O:57]. The catalyst is ClCCl. The product is [CH3:59][O:58][C:56](=[O:57])[NH:52][C@@H:48]1[CH2:49][CH2:50][CH2:51][N:46]([CH2:45][C:42]2[NH:41][C:40]([C:37]3[CH:38]=[CH:39][C:34]([C:31]4[CH:30]=[CH:29][C:28]([C:25]5[NH:24][C:23]([CH:19]6[CH2:20][CH2:21][CH2:22][N:18]6[C:16](=[O:17])[CH:12]([NH:11][C:10]([O:9][CH3:8])=[O:54])[CH:13]([CH3:15])[CH3:14])=[N:27][CH:26]=5)=[CH:33][CH:32]=4)=[CH:35][CH:36]=3)=[CH:44][N:43]=2)[C:47]1=[O:53]. The yield is 0.320. (7) The reactants are [F:1][C:2]1[C:7]2[O:8][CH2:9][O:10][C:6]=2[CH:5]=[C:4]([CH2:11]O)[CH:3]=1.C([O-])(O)=O.[Na+].O=S(Cl)[Cl:20]. No catalyst specified. The product is [Cl:20][CH2:11][C:4]1[CH:3]=[C:2]([F:1])[C:7]2[O:8][CH2:9][O:10][C:6]=2[CH:5]=1. The yield is 0.920. (8) The reactants are [F:1][C:2]([F:23])([C:17]1[CH:22]=[CH:21][CH:20]=[CH:19][CH:18]=1)[CH2:3][NH:4][C:5]1[C:6]([F:16])=[C:7]([CH2:12][C:13]([OH:15])=O)[C:8]([Cl:11])=[CH:9][CH:10]=1.[NH2:24][CH2:25][C:26]1[CH:27]=[CH:28][C:29]([NH:33][C:34]([O:36][C:37]([CH3:40])([CH3:39])[CH3:38])=[O:35])=[N:30][C:31]=1[CH3:32].F[P-](F)(F)(F)(F)F.N1(O[P+](N(C)C)(N(C)C)N(C)C)C2C=CC=CC=2N=N1.CCN(C(C)C)C(C)C. The catalyst is CN(C=O)C. The product is [F:23][C:2]([F:1])([C:17]1[CH:22]=[CH:21][CH:20]=[CH:19][CH:18]=1)[CH2:3][NH:4][C:5]1[C:6]([F:16])=[C:7]([CH2:12][C:13]([NH:24][CH2:25][C:26]2[C:31]([CH3:32])=[N:30][C:29]([NH:33][C:34]([O:36][C:37]([CH3:39])([CH3:38])[CH3:40])=[O:35])=[CH:28][CH:27]=2)=[O:15])[C:8]([Cl:11])=[CH:9][CH:10]=1. The yield is 0.910. (9) The reactants are [F:1][C:2]1[CH:7]=[CH:6][CH:5]=[CH:4][C:3]=1[C:8]1[N:9]=[N:10][N:11]2[C:20]3[C:15](=[CH:16][CH:17]=[CH:18][CH:19]=3)[C:14](OS(C3C=CC(C)=CC=3)(=O)=O)=[N:13][C:12]=12.C(N(CC)CC)C.[C:39]([O:43][C:44]([N:46]1[CH2:51][CH2:50][NH:49][CH2:48][CH2:47]1)=[O:45])([CH3:42])([CH3:41])[CH3:40]. The catalyst is CN(C)C=O.O. The product is [C:39]([O:43][C:44]([N:46]1[CH2:51][CH2:50][N:49]([C:14]2[C:15]3[C:20](=[CH:19][CH:18]=[CH:17][CH:16]=3)[N:11]3[N:10]=[N:9][C:8]([C:3]4[CH:4]=[CH:5][CH:6]=[CH:7][C:2]=4[F:1])=[C:12]3[N:13]=2)[CH2:48][CH2:47]1)=[O:45])([CH3:42])([CH3:40])[CH3:41]. The yield is 0.880. (10) The reactants are C(Cl)(=O)C(Cl)=O.CS(C)=O.[OH:11][CH2:12][CH:13]1[CH2:18][CH2:17][N:16]([C:19]([O:21][CH2:22][CH3:23])=[O:20])[CH2:15][CH2:14]1.C(N(CC)CC)C. The catalyst is ClCCl. The product is [CH:12]([CH:13]1[CH2:18][CH2:17][N:16]([C:19]([O:21][CH2:22][CH3:23])=[O:20])[CH2:15][CH2:14]1)=[O:11]. The yield is 0.900.